From a dataset of Reaction yield outcomes from USPTO patents with 853,638 reactions. Predict the reaction yield, written as a fraction of the theoretical maximum amount of product (1.0 means a 100% yield; for example, 0.34 means a 34% yield). (1) The reactants are [CH3:1][O:2][C:3]1[CH:8]=[CH:7][C:6]([C:9]2[C:16]3[S:15][C:14]([NH2:17])=[N:13][C:12]=3[NH:11][N:10]=2)=[CH:5][CH:4]=1.[C:18](Cl)(=[O:20])[CH3:19].C(O)C(N)(CO)CO. The catalyst is CN(C1C=CN=CC=1)C.C1COCC1. The product is [CH3:1][O:2][C:3]1[CH:8]=[CH:7][C:6]([C:9]2[C:16]3[S:15][C:14]([NH:17][C:18](=[O:20])[CH3:19])=[N:13][C:12]=3[NH:11][N:10]=2)=[CH:5][CH:4]=1. The yield is 0.140. (2) The reactants are Cl.[CH3:2][C:3]1([NH2:7])[CH2:6][CH2:5][CH2:4]1.[CH3:8][S:9](Cl)(=[O:11])=[O:10]. The catalyst is C(OCC)(=O)C. The product is [CH3:2][C:3]1([NH:7][S:9]([CH3:8])(=[O:11])=[O:10])[CH2:6][CH2:5][CH2:4]1. The yield is 0.670. (3) The reactants are [Cl:1][C:2]1[CH:7]=[CH:6][N:5]=[C:4]([C:8](=[O:10])[CH3:9])[CH:3]=1.[CH2:11](O)[CH2:12][OH:13].C1(C)C=CC(S(O)(=O)=O)=CC=1. The catalyst is C1(C)C=CC=CC=1. The product is [Cl:1][C:2]1[CH:7]=[CH:6][N:5]=[C:4]([C:8]2([CH3:9])[O:13][CH2:12][CH2:11][O:10]2)[CH:3]=1. The yield is 0.930. (4) The reactants are Cl[C:2]1[CH:7]=[C:6]([N:8]([CH2:12][CH2:13][CH3:14])[CH2:9][CH2:10][CH3:11])[CH:5]=[CH:4][N:3]=1.CC(C)([O-])C.[Na+].[C:21](=[NH:34])([C:28]1[CH:33]=[CH:32][CH:31]=[CH:30][CH:29]=1)[C:22]1[CH:27]=[CH:26][CH:25]=[CH:24][CH:23]=1. The catalyst is C1(C)C=CC=CC=1.C(OCC)(=O)C.C([O-])(=O)C.[Pd+2].C([O-])(=O)C.C1(P(C2C=CC=CC=2)C2C=CC3C(=CC=CC=3)C=2C2C3C(=CC=CC=3)C=CC=2P(C2C=CC=CC=2)C2C=CC=CC=2)C=CC=CC=1. The product is [C:28]1([C:21]([C:22]2[CH:23]=[CH:24][CH:25]=[CH:26][CH:27]=2)=[N:34][C:2]2[CH:7]=[C:6]([N:8]([CH2:12][CH2:13][CH3:14])[CH2:9][CH2:10][CH3:11])[CH:5]=[CH:4][N:3]=2)[CH:29]=[CH:30][CH:31]=[CH:32][CH:33]=1. The yield is 0.750. (5) The reactants are [C:1]1(=O)[CH2:8][CH2:7][CH2:6][CH2:5][CH2:4][CH2:3][CH2:2]1.[C-]#N.[K+].[C:13](=[O:16])([O-])[O-].[NH4+:17].[NH4+:18].[CH2:19]([OH:21])C. The catalyst is O. The product is [NH:17]1[C:1]2([CH2:8][CH2:7][CH2:6][CH2:5][CH2:4][CH2:3][CH2:2]2)[C:19](=[O:21])[NH:18][C:13]1=[O:16]. The yield is 0.730. (6) The reactants are Cl.[NH2:2][C:3]1[N:7]([C:8]2[CH:17]=[C:16]3[C:11]([CH2:12][CH2:13][NH:14][C:15]3=O)=[CH:10][CH:9]=2)[N:6]=[C:5]([C:19]([CH3:22])([CH3:21])[CH3:20])[CH:4]=1.[H-].[H-].[H-].[H-].[Li+].[Al+3].[OH-].[Na+].[CH3:43][C:42]([O:41][C:39](O[C:39]([O:41][C:42]([CH3:45])([CH3:44])[CH3:43])=[O:40])=[O:40])([CH3:45])[CH3:44]. The catalyst is C1COCC1. The product is [C:42]([O:41][C:39]([N:14]1[CH2:13][CH2:12][C:11]2[C:16](=[CH:17][C:8]([N:7]3[C:3]([NH2:2])=[CH:4][C:5]([C:19]([CH3:22])([CH3:21])[CH3:20])=[N:6]3)=[CH:9][CH:10]=2)[CH2:15]1)=[O:40])([CH3:43])([CH3:44])[CH3:45]. The yield is 0.750. (7) The reactants are Br[C:2]1[CH:3]=[C:4]([C:8]2[N:13]([CH2:14][C:15]3[CH:20]=[CH:19][C:18]([CH3:21])=[CH:17][C:16]=3[CH3:22])[C:12](=[O:23])[C:11]([C:24]#[N:25])=[C:10]([C:26]([F:29])([F:28])[F:27])[CH:9]=2)[CH:5]=[CH:6][CH:7]=1.C([O-])([O-])=O.[K+].[K+].[C:36]([O:40][C:41]([N:43]1[CH:47]=[C:46](B2OC(C)(C)C(C)(C)O2)[CH:45]=[N:44]1)=[O:42])([CH3:39])([CH3:38])[CH3:37].COCCOC. The catalyst is CCOC(C)=O.C1C=CC([P]([Pd]([P](C2C=CC=CC=2)(C2C=CC=CC=2)C2C=CC=CC=2)([P](C2C=CC=CC=2)(C2C=CC=CC=2)C2C=CC=CC=2)[P](C2C=CC=CC=2)(C2C=CC=CC=2)C2C=CC=CC=2)(C2C=CC=CC=2)C2C=CC=CC=2)=CC=1.O. The product is [C:36]([O:40][C:41]([N:43]1[CH:47]=[C:46]([C:2]2[CH:7]=[CH:6][CH:5]=[C:4]([C:8]3[N:13]([CH2:14][C:15]4[CH:20]=[CH:19][C:18]([CH3:21])=[CH:17][C:16]=4[CH3:22])[C:12](=[O:23])[C:11]([C:24]#[N:25])=[C:10]([C:26]([F:28])([F:27])[F:29])[CH:9]=3)[CH:3]=2)[CH:45]=[N:44]1)=[O:42])([CH3:39])([CH3:37])[CH3:38].[CH3:22][C:16]1[CH:17]=[C:18]([CH3:21])[CH:19]=[CH:20][C:15]=1[CH2:14][N:13]1[C:8]([C:4]2[CH:5]=[CH:6][CH:7]=[C:2]([C:46]3[CH:47]=[N:43][NH:44][CH:45]=3)[CH:3]=2)=[CH:9][C:10]([C:26]([F:27])([F:28])[F:29])=[C:11]([C:24]#[N:25])[C:12]1=[O:23]. The yield is 0.270. (8) The reactants are [F:1][C:2]1[CH:6]=[N:5][N:4]([CH3:7])[C:3]=1[C:8]1[CH:9]=[C:10]([NH2:16])[CH:11]=[CH:12][C:13]=1[O:14][CH3:15].[Cl:17][C:18]1[CH:19]=[C:20]([N:24]=[C:25]=[O:26])[CH:21]=[CH:22][CH:23]=1. No catalyst specified. The product is [Cl:17][C:18]1[CH:19]=[C:20]([NH:24][C:25]([NH:16][C:10]2[CH:11]=[CH:12][C:13]([O:14][CH3:15])=[C:8]([C:3]3[N:4]([CH3:7])[N:5]=[CH:6][C:2]=3[F:1])[CH:9]=2)=[O:26])[CH:21]=[CH:22][CH:23]=1. The yield is 0.270. (9) The reactants are [CH:1]1([C:4]2[O:8][N:7]=[C:6]([C:9]3[C:14]([Cl:15])=[CH:13][N:12]=[CH:11][C:10]=3[Cl:16])[C:5]=2[C:17]([O:19]CC)=[O:18])[CH2:3][CH2:2]1.O1CCCC1.[OH-].[Na+].Cl. The catalyst is CO. The product is [CH:1]1([C:4]2[O:8][N:7]=[C:6]([C:9]3[C:14]([Cl:15])=[CH:13][N:12]=[CH:11][C:10]=3[Cl:16])[C:5]=2[C:17]([OH:19])=[O:18])[CH2:2][CH2:3]1. The yield is 0.820.